Dataset: TCR-epitope binding with 47,182 pairs between 192 epitopes and 23,139 TCRs. Task: Binary Classification. Given a T-cell receptor sequence (or CDR3 region) and an epitope sequence, predict whether binding occurs between them. (1) The epitope is AYILFTRFFYV. The TCR CDR3 sequence is CASSSLDPIPGTDSYEQYF. Result: 1 (the TCR binds to the epitope). (2) The epitope is HSKKKCDEL. The TCR CDR3 sequence is CASSLGGTDTQYF. Result: 0 (the TCR does not bind to the epitope). (3) The epitope is WICLLQFAY. The TCR CDR3 sequence is CASSPSGGAYNEQFF. Result: 1 (the TCR binds to the epitope). (4) The epitope is FLPRVFSAV. The TCR CDR3 sequence is CASSQEAGGNIQYF. Result: 1 (the TCR binds to the epitope). (5) The epitope is NLWNTFTRL. The TCR CDR3 sequence is CASSLMASGGYNEQFF. Result: 0 (the TCR does not bind to the epitope). (6) The TCR CDR3 sequence is CASSGSGPLRGYTF. Result: 1 (the TCR binds to the epitope). The epitope is PKYVKQNTLKLAT. (7) The epitope is LEPLVDLPI. The TCR CDR3 sequence is CASSPGWNTGELFF. Result: 1 (the TCR binds to the epitope).